This data is from Forward reaction prediction with 1.9M reactions from USPTO patents (1976-2016). The task is: Predict the product of the given reaction. (1) Given the reactants [CH2:1]([O:8][C:9]1[CH:14]=[CH:13][CH:12]=[C:11]([O:15]CC2C=CC=CC=2)[C:10]=1[O:23][CH2:24][C:25]1[CH:30]=[CH:29][CH:28]=[CH:27][CH:26]=1)[C:2]1[CH:7]=[CH:6][CH:5]=[CH:4][CH:3]=1.[OH:31]O, predict the reaction product. The product is: [CH2:1]([O:8][C:9]1[C:14](=[O:31])[CH:13]=[CH:12][C:11](=[O:15])[C:10]=1[O:23][CH2:24][C:25]1[CH:26]=[CH:27][CH:28]=[CH:29][CH:30]=1)[C:2]1[CH:7]=[CH:6][CH:5]=[CH:4][CH:3]=1. (2) Given the reactants [F:1][C:2]1[CH:10]=[CH:9][C:8]2[NH:7][C:6]3[CH:11]4[CH2:17][CH2:16][N:14]([CH2:15][C:5]=3[C:4]=2[CH:3]=1)[CH2:13][CH2:12]4.C([Li])CCC.C(P(C(C)(C)C)C(C)(C)C)(C)(C)C.Br/[CH:37]=[CH:38]/[C:39]1[CH:40]=[CH:41][C:42]([CH3:45])=[N:43][CH:44]=1, predict the reaction product. The product is: [F:1][C:2]1[CH:10]=[CH:9][C:8]2[N:7](/[CH:37]=[CH:38]/[C:39]3[CH:44]=[N:43][C:42]([CH3:45])=[CH:41][CH:40]=3)[C:6]3[CH:11]4[CH2:12][CH2:13][N:14]([CH2:15][C:5]=3[C:4]=2[CH:3]=1)[CH2:16][CH2:17]4. (3) Given the reactants CO.[C:3]1([C:12]([O:14][CH2:15][CH3:16])=[O:13])[C:4]2[N:5]([CH:9]=[CH:10][CH:11]=2)[CH2:6][CH2:7][N:8]=1.[BH4-].[Na+], predict the reaction product. The product is: [CH:3]1([C:12]([O:14][CH2:15][CH3:16])=[O:13])[NH:8][CH2:7][CH2:6][N:5]2[CH:9]=[CH:10][CH:11]=[C:4]12. (4) Given the reactants S(S([O-])=O)([O-])=O.[Na+].[Na+].[F:9][C:10]1[CH:11]=[C:12]([CH:26]=[C:27]([F:29])[CH:28]=1)[CH2:13][O:14][C:15]1[CH:16]=[CH:17][C:18]([N+:23]([O-])=O)=[C:19]([CH:22]=1)[C:20]#[N:21].[OH-].[Na+], predict the reaction product. The product is: [NH2:23][C:18]1[CH:17]=[CH:16][C:15]([O:14][CH2:13][C:12]2[CH:26]=[C:27]([F:29])[CH:28]=[C:10]([F:9])[CH:11]=2)=[CH:22][C:19]=1[C:20]#[N:21]. (5) Given the reactants [CH:1]1([NH:4][C:5](=[O:27])[C@@H:6]([OH:26])[C@@H:7]([N:11](CC2C=CC=CC=2)CC2C=CC=CC=2)[CH2:8][CH2:9][CH3:10])[CH2:3][CH2:2]1, predict the reaction product. The product is: [NH2:11][C@@H:7]([CH2:8][CH2:9][CH3:10])[C@H:6]([OH:26])[C:5]([NH:4][CH:1]1[CH2:2][CH2:3]1)=[O:27].